Dataset: In vitro SARS-CoV-2 activity screen of 1,480 approved drugs from Prestwick library. Task: Binary Classification. Given a drug SMILES string, predict its activity (active/inactive) in a high-throughput screening assay against a specified biological target. The molecule is CN(C)c1ccc2nc3ccc(=[N+](C)C)cc-3sc2c1.[Cl-]. The result is 0 (inactive).